Dataset: Reaction yield outcomes from USPTO patents with 853,638 reactions. Task: Predict the reaction yield, written as a fraction of the theoretical maximum amount of product (1.0 means a 100% yield; for example, 0.34 means a 34% yield). (1) No catalyst specified. The product is [ClH:28].[CH3:1][N:2]([C:14]1[N:15]=[C:16]([NH:24][CH2:25][CH2:26][CH3:27])[N:17]=[C:18]([NH:20][CH2:21][C:22]#[CH:23])[N:19]=1)[O:3][CH2:4][CH2:5][CH2:6][C:7]([F:12])([F:13])[C:8]([F:11])([F:10])[F:9]. The reactants are [CH3:1][N:2]([C:14]1[N:19]=[C:18]([NH:20][CH2:21][CH2:22][CH3:23])[N:17]=[C:16]([NH:24][CH2:25][C:26]#[CH:27])[N:15]=1)[O:3][CH2:4][CH2:5][CH2:6][C:7]([F:13])([F:12])[C:8]([F:11])([F:10])[F:9].[ClH:28].C(OCC)C.Cl.C(ONC1N=C(NCCC)N=C(NCC#C)N=1)(C)(C)C. The yield is 1.00. (2) The reactants are [CH3:1][C:2]1[C:3]([CH2:11][C:12]([NH2:14])=O)=[C:4]2[N:9]([CH:10]=1)[CH:8]=[CH:7][CH:6]=[CH:5]2.CSC.C(OCC)(=O)C. The catalyst is C1COCC1. The product is [CH3:1][C:2]1[C:3]([CH2:11][CH2:12][NH2:14])=[C:4]2[N:9]([CH:10]=1)[CH:8]=[CH:7][CH:6]=[CH:5]2. The yield is 0.243. (3) The reactants are [NH2:1][CH:2]1[CH2:7][CH2:6][CH:5]([CH2:8][NH:9][C:10](=[O:16])[O:11][C:12]([CH3:15])([CH3:14])[CH3:13])[CH2:4][CH2:3]1.[C:17]([N:25]=[C:26]=[S:27])(=[O:24])[C:18]1[CH:23]=[CH:22][CH:21]=[CH:20][CH:19]=1. The catalyst is C1COCC1. The product is [C:17]([NH:25][C:26]([NH:1][CH:2]1[CH2:7][CH2:6][CH:5]([CH2:8][NH:9][C:10](=[O:16])[O:11][C:12]([CH3:13])([CH3:15])[CH3:14])[CH2:4][CH2:3]1)=[S:27])(=[O:24])[C:18]1[CH:23]=[CH:22][CH:21]=[CH:20][CH:19]=1. The yield is 0.910. (4) The reactants are [N+:1]([CH2:4][CH2:5][C:6]1[CH:11]=[CH:10][CH:9]=[C:8]([N:12]2[CH2:17][CH2:16][CH2:15][CH2:14][CH2:13]2)[N:7]=1)([O-])=O.[BH4-].[Na+]. The catalyst is C1COCC1.CO.O.O.O.O.O.O.[Ni](Cl)Cl. The product is [N:12]1([C:8]2[N:7]=[C:6]([CH2:5][CH2:4][NH2:1])[CH:11]=[CH:10][CH:9]=2)[CH2:13][CH2:14][CH2:15][CH2:16][CH2:17]1. The yield is 0.676. (5) The reactants are C([O:3][C:4]([C:6]1[CH:7]=[N:8][N:9]([C:11]2[NH:15][C:14]3[CH:16]=[C:17]([F:21])[CH:18]=[C:19]([Br:20])[C:13]=3[N:12]=2)[CH:10]=1)=[O:5])C.[Li+].[OH-].C1COCC1. The catalyst is O. The product is [Br:20][C:19]1[C:13]2[N:12]=[C:11]([N:9]3[CH:10]=[C:6]([C:4]([OH:5])=[O:3])[CH:7]=[N:8]3)[NH:15][C:14]=2[CH:16]=[C:17]([F:21])[CH:18]=1. The yield is 0.670. (6) The reactants are Cl.O1CCOCC1.C(OC([NH:15][CH2:16][C@H:17]([C:21]1[CH:26]=[CH:25][C:24]([Cl:27])=[CH:23][CH:22]=1)[C:18]([OH:20])=[O:19])=O)(C)(C)C.O1CCOCC1. The catalyst is C(Cl)Cl. The product is [ClH:27].[NH2:15][CH2:16][C@H:17]([C:21]1[CH:22]=[CH:23][C:24]([Cl:27])=[CH:25][CH:26]=1)[C:18]([OH:20])=[O:19]. The yield is 0.768. (7) The catalyst is CO.[Ni]. The product is [CH3:1][O:2][C:3]1[C:8]([NH2:9])=[CH:7][C:6]([B:12]2[O:16][C:15]([CH3:18])([CH3:17])[C:14]([CH3:20])([CH3:19])[O:13]2)=[CH:5][N:4]=1. The yield is 0.890. The reactants are [CH3:1][O:2][C:3]1[C:8]([N+:9]([O-])=O)=[CH:7][C:6]([B:12]2[O:16][C:15]([CH3:18])([CH3:17])[C:14]([CH3:20])([CH3:19])[O:13]2)=[CH:5][N:4]=1. (8) The reactants are [CH3:1][C:2]1[CH:7]=[CH:6][C:5]([NH:8][C:9](=[O:21])[C:10]2[CH:15]=[CH:14][N:13]=[C:12]([N:16]3[CH2:20][CH2:19][CH2:18][CH2:17]3)[CH:11]=2)=[CH:4][C:3]=1[C:22]1[CH:27]=[CH:26][C:25]([C:28]([OH:30])=O)=[CH:24][CH:23]=1.CN(C(ON1N=NC2C=CC=NC1=2)=[N+](C)C)C.F[P-](F)(F)(F)(F)F.C1C=CC2N(O)N=NC=2C=1.CCN(C(C)C)C(C)C.[NH2:74][CH2:75][CH2:76][CH2:77][N:78]1[CH:82]=[CH:81][N:80]=[CH:79]1. The catalyst is CN(C=O)C. The product is [N:78]1([CH2:77][CH2:76][CH2:75][NH:74][C:28]([C:25]2[CH:24]=[CH:23][C:22]([C:3]3[C:2]([CH3:1])=[CH:7][CH:6]=[C:5]([NH:8][C:9](=[O:21])[C:10]4[CH:15]=[CH:14][N:13]=[C:12]([N:16]5[CH2:17][CH2:18][CH2:19][CH2:20]5)[CH:11]=4)[CH:4]=3)=[CH:27][CH:26]=2)=[O:30])[CH:82]=[CH:81][N:80]=[CH:79]1. The yield is 0.240.